Dataset: Drug-target binding data from BindingDB using IC50 measurements. Task: Regression. Given a target protein amino acid sequence and a drug SMILES string, predict the binding affinity score between them. We predict pIC50 (pIC50 = -log10(IC50 in M); higher means more potent). Dataset: bindingdb_ic50. The compound is O=C1CCCC2=C1C1(CCCC1)N=C(Nc1nc3cc(Br)ccc3o1)N2. The target protein (P51570) has sequence MAALRQPQVAELLAEARRAFREEFGAEPELAVSAPGRVNLIGEHTDYNQGLVLPMALELMTVLVGSPRKDGLVSLLTTSEGADEPQRLQFPLPTAQRSLEPGTPRWANYVKGVIQYYPAAPLPGFSAVVVSSVPLGGGLSSSASLEVATYTFLQQLCPDSGTIAARAQVCQQAEHSFAGMPCGIMDQFISLMGQKGHALLIDCRSLETSLVPLSDPKLAVLITNSNVRHSLASSEYPVRRRQCEEVARALGKESLREVQLEELEAARDLVSKEGFRRARHVVGEIRRTAQAAAALRRGDYRAFGRLMVESHRSLRDDYEVSCPELDQLVEAALAVPGVYGSRMTGGGFGGCTVTLLEASAAPHAMRHIQEHYGGTATFYLSQAADGAKVLCL. The pIC50 is 5.1.